This data is from NCI-60 drug combinations with 297,098 pairs across 59 cell lines. The task is: Regression. Given two drug SMILES strings and cell line genomic features, predict the synergy score measuring deviation from expected non-interaction effect. Drug 1: C1CC(=O)NC(=O)C1N2CC3=C(C2=O)C=CC=C3N. Drug 2: CC1OCC2C(O1)C(C(C(O2)OC3C4COC(=O)C4C(C5=CC6=C(C=C35)OCO6)C7=CC(=C(C(=C7)OC)O)OC)O)O. Cell line: U251. Synergy scores: CSS=54.3, Synergy_ZIP=-0.948, Synergy_Bliss=-0.229, Synergy_Loewe=-25.0, Synergy_HSA=3.52.